The task is: Predict which catalyst facilitates the given reaction.. This data is from Catalyst prediction with 721,799 reactions and 888 catalyst types from USPTO. Reactant: [Cl:1][C:2]1[CH:35]=[CH:34][C:5]([O:6][CH2:7][C:8]2[N:12]([CH2:13][CH2:14][CH2:15][CH:16]3[CH2:21][CH2:20][CH2:19][N:18]([C:22]([O:24][C:25]([CH3:28])([CH3:27])[CH3:26])=[O:23])[CH2:17]3)[C:11]3[CH:29]=[CH:30][CH:31]=[C:32]([OH:33])[C:10]=3[N:9]=2)=[CH:4][CH:3]=1.[H-].[Na+].[CH2:38](Br)[CH2:39][CH2:40][CH2:41][CH3:42]. Product: [Cl:1][C:2]1[CH:3]=[CH:4][C:5]([O:6][CH2:7][C:8]2[N:12]([CH2:13][CH2:14][CH2:15][CH:16]3[CH2:21][CH2:20][CH2:19][N:18]([C:22]([O:24][C:25]([CH3:28])([CH3:27])[CH3:26])=[O:23])[CH2:17]3)[C:11]3[CH:29]=[CH:30][CH:31]=[C:32]([O:33][CH2:42][CH2:41][CH2:40][CH2:39][CH2:38][CH:21]4[CH2:20][CH2:19][N:18]([C:22]([O:24][C:25]([CH3:28])([CH3:27])[CH3:26])=[O:23])[CH2:17][CH2:16]4)[C:10]=3[N:9]=2)=[CH:34][CH:35]=1. The catalyst class is: 9.